Dataset: Full USPTO retrosynthesis dataset with 1.9M reactions from patents (1976-2016). Task: Predict the reactants needed to synthesize the given product. (1) The reactants are: [N:1]#[C:2][NH2:3].[C:4]12([C:14](Cl)=[O:15])[CH2:13][CH:8]3[CH2:9][CH:10]([CH2:12][CH:6]([CH2:7]3)[CH2:5]1)[CH2:11]2. Given the product [C:4]12([C:14]([NH:1][C:2]#[N:3])=[O:15])[CH2:11][CH:10]3[CH2:9][CH:8]([CH2:7][CH:6]([CH2:12]3)[CH2:5]1)[CH2:13]2, predict the reactants needed to synthesize it. (2) Given the product [CH:13]1([C:16]2[NH:20][N:19]=[C:18]([NH:21][C:2]3[CH:7]=[C:6]([F:8])[CH:5]=[C:4]([F:9])[C:3]=3[N+:10]([O-:12])=[O:11])[CH:17]=2)[CH2:15][CH2:14]1, predict the reactants needed to synthesize it. The reactants are: F[C:2]1[CH:7]=[C:6]([F:8])[CH:5]=[C:4]([F:9])[C:3]=1[N+:10]([O-:12])=[O:11].[CH:13]1([C:16]2[NH:20][N:19]=[C:18]([NH2:21])[CH:17]=2)[CH2:15][CH2:14]1.CCN(C(C)C)C(C)C. (3) Given the product [O:40]=[C:41]1[CH2:46][O:45][CH2:44][CH2:43][N:42]1[C:47]1[CH:48]=[CH:49][C:50]([NH:53][C:54]([C@H:56]2[CH2:60][CH2:59][CH2:58][N:57]2[C:18]([C:16]2[S:17][C:13]([Cl:12])=[CH:14][CH:15]=2)=[O:20])=[O:55])=[CH:51][CH:52]=1, predict the reactants needed to synthesize it. The reactants are: O.ON1C2C=CC=CC=2N=N1.[Cl:12][C:13]1[S:17][C:16]([C:18]([OH:20])=O)=[CH:15][CH:14]=1.Cl.CN(C)CCCN=C=NCC.CN1CCOCC1.[O:40]=[C:41]1[CH2:46][O:45][CH2:44][CH2:43][N:42]1[C:47]1[CH:52]=[CH:51][C:50]([NH:53][C:54]([CH:56]2[CH2:60][CH2:59][CH2:58][NH:57]2)=[O:55])=[CH:49][CH:48]=1. (4) Given the product [CH2:6]([N:8]1[C:20]2[CH:19]=[CH:18][C:17]([CH:28]=[O:29])=[CH:16][C:15]=2[C:14]2[C:9]1=[CH:10][CH:11]=[C:12]([CH:21]=[O:24])[CH:13]=2)[CH3:7], predict the reactants needed to synthesize it. The reactants are: O=P(Cl)(Cl)Cl.[CH2:6]([N:8]1[C:20]2[CH:19]=[CH:18][CH:17]=[CH:16][C:15]=2[C:14]2[C:9]1=[CH:10][CH:11]=[CH:12][CH:13]=2)[CH3:7].[C:21]([O-:24])(=O)C.[Na+].CN(C)[CH:28]=[O:29]. (5) Given the product [Cl:1][C:2]1[CH:7]=[CH:6][C:5]([O:8][CH:9]2[CH2:14][CH2:13][CH:12]([CH2:15][NH:16][C:23](=[O:24])[C:22]3[CH:26]=[CH:27][C:28]([OH:29])=[C:20]([F:19])[CH:21]=3)[CH2:11][CH2:10]2)=[CH:4][CH:3]=1, predict the reactants needed to synthesize it. The reactants are: [Cl:1][C:2]1[CH:7]=[CH:6][C:5]([O:8][CH:9]2[CH2:14][CH2:13][CH:12]([CH2:15][N:16]=[N+]=[N-])[CH2:11][CH2:10]2)=[CH:4][CH:3]=1.[F:19][C:20]1[CH:21]=[C:22]([CH:26]=[CH:27][C:28]=1[OH:29])[C:23](O)=[O:24].CCN=C=NCCCN(C)C.C1C=CC2N(O)N=NC=2C=1.CCN(CC)CC. (6) Given the product [C:27]([O:31][C:32](=[O:39])[NH:33][C@H:34]([CH3:38])[CH2:35][CH2:36][I:20])([CH3:30])([CH3:29])[CH3:28], predict the reactants needed to synthesize it. The reactants are: C1(P(C2C=CC=CC=2)C2C=CC=CC=2)C=CC=CC=1.[I:20]I.N1C=CN=C1.[C:27]([O:31][C:32](=[O:39])[NH:33][C@H:34]([CH3:38])[CH2:35][CH2:36]O)([CH3:30])([CH3:29])[CH3:28]. (7) Given the product [C:8]([C:7]1[C:2]2[N:1]=[N:39][N:36]([CH3:37])[C:3]=2[CH:4]=[C:5]([C:10]2[CH:31]=[CH:30][C:13]([O:14][CH2:15][CH2:16][CH:17]3[CH2:22][CH2:21][N:20]([C:23]([O:25][C:26]([CH3:29])([CH3:28])[CH3:27])=[O:24])[CH2:19][CH2:18]3)=[C:12]([C:32]([F:35])([F:33])[F:34])[CH:11]=2)[N:6]=1)#[N:9], predict the reactants needed to synthesize it. The reactants are: [NH2:1][C:2]1[C:3]([NH:36][CH3:37])=[CH:4][C:5]([C:10]2[CH:31]=[CH:30][C:13]([O:14][CH2:15][CH2:16][CH:17]3[CH2:22][CH2:21][N:20]([C:23]([O:25][C:26]([CH3:29])([CH3:28])[CH3:27])=[O:24])[CH2:19][CH2:18]3)=[C:12]([C:32]([F:35])([F:34])[F:33])[CH:11]=2)=[N:6][C:7]=1[C:8]#[N:9].Cl.[N:39]([O-])=O.[Na+].C(OCC)(=O)C. (8) Given the product [C:13]([C:10]1[CH:11]=[CH:12][C:7]([CH2:6][C@H:5]([NH:15][C:16]([C:18]2[CH:37]=[CH:36][C:21]3[N:22]([CH:30]4[CH2:35][CH2:34][CH2:33][CH2:32][CH2:31]4)[C:23]([C:25]4[CH:29]=[CH:28][O:27][CH:26]=4)=[N:24][C:20]=3[CH:19]=2)=[O:17])[C:4]([OH:3])=[O:38])=[CH:8][CH:9]=1)(=[O:40])[NH2:14], predict the reactants needed to synthesize it. The reactants are: C([O:3][C:4](=[O:38])[C@@H:5]([NH:15][C:16]([C:18]1[CH:37]=[CH:36][C:21]2[N:22]([CH:30]3[CH2:35][CH2:34][CH2:33][CH2:32][CH2:31]3)[C:23]([C:25]3[CH:29]=[CH:28][O:27][CH:26]=3)=[N:24][C:20]=2[CH:19]=1)=[O:17])[CH2:6][C:7]1[CH:12]=[CH:11][C:10]([C:13]#[N:14])=[CH:9][CH:8]=1)C.C(=O)([O-])[O-:40].[K+].[K+]. (9) Given the product [C:27]([O:23][CH2:22][C:3]1[C:4]([N:8]2[C:20](=[O:21])[C:19]3[S:18][C:17]4[CH2:16][CH2:15][CH2:14][CH2:13][C:12]=4[C:11]=3[CH:10]=[N:9]2)=[N:5][CH:6]=[CH:7][C:2]=1[Cl:1])(=[O:29])[CH3:28], predict the reactants needed to synthesize it. The reactants are: [Cl:1][C:2]1[CH:7]=[CH:6][N:5]=[C:4]([N:8]2[C:20](=[O:21])[C:19]3[S:18][C:17]4[CH2:16][CH2:15][CH2:14][CH2:13][C:12]=4[C:11]=3[CH:10]=[N:9]2)[C:3]=1[CH2:22][OH:23].ClCCl.[C:27](Cl)(=[O:29])[CH3:28].